From a dataset of Full USPTO retrosynthesis dataset with 1.9M reactions from patents (1976-2016). Predict the reactants needed to synthesize the given product. (1) Given the product [CH:16]([C:13]1[CH:14]=[CH:15][C:8]([O:26][C:22]2[CH:23]=[CH:24][CH:25]=[C:20]([C:19]([F:18])([F:27])[F:28])[CH:21]=2)=[C:9]([CH:12]=1)[C:10]#[N:11])=[O:17], predict the reactants needed to synthesize it. The reactants are: C(=O)([O-])[O-].[K+].[K+].F[C:8]1[CH:15]=[CH:14][C:13]([CH:16]=[O:17])=[CH:12][C:9]=1[C:10]#[N:11].[F:18][C:19]([F:28])([F:27])[C:20]1[CH:21]=[C:22]([OH:26])[CH:23]=[CH:24][CH:25]=1. (2) Given the product [S:1]1[C:5]2[CH:6]=[C:7]([C:10]3([C:13]4[N:17]5[N:18]=[C:19]([C:22]6[CH:42]=[CH:41][C:25]([C:26]([NH:28][C@@H:29]([C:37]([CH3:38])([CH3:40])[CH3:39])[C:30]([OH:32])=[O:31])=[O:27])=[CH:24][CH:23]=6)[CH:20]=[N:21][C:16]5=[N:15][N:14]=4)[CH2:11][CH2:12]3)[CH:8]=[CH:9][C:4]=2[N:3]=[CH:2]1, predict the reactants needed to synthesize it. The reactants are: [S:1]1[C:5]2[CH:6]=[C:7]([C:10]3([C:13]4[N:17]5[N:18]=[C:19]([C:22]6[CH:42]=[CH:41][C:25]([C:26]([NH:28][C@@H:29]([C:37]([CH3:40])([CH3:39])[CH3:38])[C:30]([O:32]C(C)(C)C)=[O:31])=[O:27])=[CH:24][CH:23]=6)[CH:20]=[N:21][C:16]5=[N:15][N:14]=4)[CH2:12][CH2:11]3)[CH:8]=[CH:9][C:4]=2[N:3]=[CH:2]1. (3) Given the product [Si:12]([O:19][C@@H:20]1[C@@H:25]([CH3:26])[CH2:24][N:23]([C:2]2[C:3]([CH3:11])=[CH:4][N:5]=[CH:6][C:7]=2[N+:8]([O-:10])=[O:9])[CH2:22][C@H:21]1[NH:27][C:28](=[O:34])[O:29][C:30]([CH3:33])([CH3:32])[CH3:31])([C:15]([CH3:18])([CH3:16])[CH3:17])([CH3:14])[CH3:13], predict the reactants needed to synthesize it. The reactants are: Cl[C:2]1[C:7]([N+:8]([O-:10])=[O:9])=[CH:6][N:5]=[CH:4][C:3]=1[CH3:11].[Si:12]([O:19][C@@H:20]1[C@@H:25]([CH3:26])[CH2:24][NH:23][CH2:22][C@H:21]1[NH:27][C:28](=[O:34])[O:29][C:30]([CH3:33])([CH3:32])[CH3:31])([C:15]([CH3:18])([CH3:17])[CH3:16])([CH3:14])[CH3:13].CC(O)C. (4) The reactants are: Cl[C:2]1[C:3]([C:18]([O:20][CH3:21])=[O:19])=[CH:4][C:5]([C:8]2[CH:9]=[N:10][C:11]([C:14]([F:17])([F:16])[F:15])=[N:12][CH:13]=2)=[N:6][CH:7]=1.[Zn](C)[CH3:23]. Given the product [CH3:23][C:2]1[C:3]([C:18]([O:20][CH3:21])=[O:19])=[CH:4][C:5]([C:8]2[CH:9]=[N:10][C:11]([C:14]([F:17])([F:16])[F:15])=[N:12][CH:13]=2)=[N:6][CH:7]=1, predict the reactants needed to synthesize it. (5) Given the product [CH3:1][O:2][C:3](=[O:11])[C:4]1[CH:9]=[CH:8][C:7]([NH:10][C:26]([C:21]2[C:20]([C:17]3[CH:18]=[CH:19][C:14]([C:13]([F:12])([F:29])[F:30])=[CH:15][CH:16]=3)=[CH:25][CH:24]=[CH:23][CH:22]=2)=[O:27])=[N:6][CH:5]=1, predict the reactants needed to synthesize it. The reactants are: [CH3:1][O:2][C:3](=[O:11])[C:4]1[CH:9]=[CH:8][C:7]([NH2:10])=[N:6][CH:5]=1.[F:12][C:13]([F:30])([F:29])[C:14]1[CH:19]=[CH:18][C:17]([C:20]2[C:21]([C:26](Cl)=[O:27])=[CH:22][CH:23]=[CH:24][CH:25]=2)=[CH:16][CH:15]=1.C([O-])(O)=O.[Na+]. (6) Given the product [F:1][C:2]1[CH:3]=[C:4]([NH:5][CH:13]([C:15]2[CH:16]=[C:17]([C:32]([N:34]([CH3:36])[CH3:35])=[O:33])[CH:18]=[C:19]3[C:24]=2[O:23][C:22]([N:25]2[CH2:30][CH2:29][O:28][CH2:27][CH2:26]2)=[CH:21][C:20]3=[O:31])[CH3:14])[CH:6]=[C:7]([O:9][CH3:10])[CH:8]=1, predict the reactants needed to synthesize it. The reactants are: [F:1][C:2]1[CH:3]=[C:4]([CH:6]=[C:7]([O:9][CH3:10])[CH:8]=1)[NH2:5].Br.Br[CH:13]([C:15]1[CH:16]=[C:17]([C:32]([N:34]([CH3:36])[CH3:35])=[O:33])[CH:18]=[C:19]2[C:24]=1[O:23][C:22]([N:25]1[CH2:30][CH2:29][O:28][CH2:27][CH2:26]1)=[CH:21][C:20]2=[O:31])[CH3:14]. (7) Given the product [CH3:31][O:32][C:7]1[CH:8]=[CH:9][N:4]2[N:3]=[CH:2][C:11]([CH:12]=[N:28][N:27]([CH3:34])[S:24]([C:16]3[CH:17]=[C:18]([N+:21]([O-:23])=[O:22])[CH:19]=[CH:20][C:15]=3[CH3:14])(=[O:25])=[O:26])=[C:5]2[CH:6]=1, predict the reactants needed to synthesize it. The reactants are: C[C:2]1[C:11]([CH:12]=O)=[C:5]2[CH:6]=[C:7](C)[CH:8]=[CH:9][N:4]2[N:3]=1.[CH3:14][C:15]1[CH:20]=[CH:19][C:18]([N+:21]([O-:23])=[O:22])=[CH:17][C:16]=1[S:24]([NH:27][NH2:28])(=[O:26])=[O:25].C1C[O:32][CH2:31]C1.[CH3:34]O. (8) Given the product [ClH:13].[Cl:13][C:14]1[CH:33]=[CH:32][C:17]([NH:18][C:19]2([O:4][CH3:3])[C:28]3[C:23](=[CH:24][C:25]([O:31][CH2:36][CH2:37][CH2:38][N:39]4[C:44](=[O:45])[CH2:43][O:42][CH2:41][C:40]4=[O:46])=[CH:26][CH:27]=3)[N:22]=[CH:21][NH:20]2)=[C:16]([F:34])[CH:15]=1, predict the reactants needed to synthesize it. The reactants are: N(C(OCC)=O)=N[C:3](OCC)=[O:4].[Cl:13][C:14]1[CH:33]=[CH:32][C:17]([NH:18][C:19]2[C:28]3[C:23](=[CH:24][C:25]([OH:31])=[C:26](OC)[CH:27]=3)[N:22]=[CH:21][N:20]=2)=[C:16]([F:34])[CH:15]=1.O[CH2:36][CH2:37][CH2:38][N:39]1[C:44](=[O:45])[CH2:43][O:42][CH2:41][C:40]1=[O:46].C1(P(C2C=CC=CC=2)C2C=CC=CC=2)C=CC=CC=1. (9) Given the product [N:10]1[NH:9][N:8]=[C:12]([NH:13][C:14]2[CH:15]=[CH:16][C:17]([Cl:20])=[CH:18][C:38]=2[CH2:37][C:32]([CH3:31])([CH3:43])[C:34]([OH:36])=[O:35])[CH:11]=1, predict the reactants needed to synthesize it. The reactants are: C([N:8]1[C:12]([NH:13][C:14]2C=[CH:18][C:17]([Cl:20])=[CH:16][C:15]=2CCC(O)=O)=[CH:11][N:10]=[N:9]1)C1C=CC=CC=1.[Cl-].[Cl-].[Cl-].[Al+3].C(O)(=O)[CH2:31][C:32]([CH2:37][C:38](O)=O)([C:34]([OH:36])=[O:35])O.[C:43]1(C)C=CC=CC=1. (10) Given the product [ClH:10].[NH2:22][C:17]1([CH3:21])[CH2:18][CH2:19][CH2:20][CH:16]1[NH:15][C:8](=[O:9])[C:7]1[CH:11]=[CH:12][CH:13]=[CH:14][C:6]=1[N:2]1[N:3]=[CH:4][CH:5]=[N:1]1, predict the reactants needed to synthesize it. The reactants are: [N:1]1[N:2]([C:6]2[CH:14]=[CH:13][CH:12]=[CH:11][C:7]=2[C:8]([Cl:10])=[O:9])[N:3]=[CH:4][CH:5]=1.[NH2:15][CH:16]1[CH2:20][CH2:19][CH2:18][C:17]1([NH:22]C(=O)OC(C)(C)C)[CH3:21].CCN(C(C)C)C(C)C.Cl.O1CCOCC1.